This data is from Experimentally validated miRNA-target interactions with 360,000+ pairs, plus equal number of negative samples. The task is: Binary Classification. Given a miRNA mature sequence and a target amino acid sequence, predict their likelihood of interaction. The miRNA is hsa-miR-4766-5p with sequence UCUGAAAGAGCAGUUGGUGUU. The protein sequence of the target gene is MASAPPASPPGSEPPGPDPEPGGPDGPGAAQLAPGPAELRLGAPVGGPDPQSPGLDEPAPGAAADGGARWSAGPAPGLEGGPRDPGPSAPPPRSGPRGQLASPDAPGPGPRSEAPLPELDPLFSWTEEPEECGPASCPESAPFRLQGSSSSHRARGEVDVFSPFPAPTAGELALEQGPGSPPQPSDLSQTHPLPSEPVGSQEDGPRLRAVFDALDGDGDGFVRIEDFIQFATVYGAEQVKDLTKYLDPSGLGVISFEDFYQGITAIRNGDPDGQCYGGVASAQDEEPLACPDEFDDFVTY.... Result: 0 (no interaction).